Dataset: Full USPTO retrosynthesis dataset with 1.9M reactions from patents (1976-2016). Task: Predict the reactants needed to synthesize the given product. (1) Given the product [CH2:21]([O:25][C:26]1[CH:27]=[CH:28][C:29]([O:32][CH2:2][CH2:3][CH2:4][O:5][C:6]2[CH:11]=[CH:10][C:9]([CH2:12][CH:13]([O:17][CH3:18])[C:14]([OH:16])=[O:15])=[CH:8][C:7]=2[O:19][CH3:20])=[CH:30][CH:31]=1)[CH2:22][CH2:23][CH3:24], predict the reactants needed to synthesize it. The reactants are: Br[CH2:2][CH2:3][CH2:4][O:5][C:6]1[CH:11]=[CH:10][C:9]([CH2:12][CH:13]([O:17][CH3:18])[C:14]([OH:16])=[O:15])=[CH:8][C:7]=1[O:19][CH3:20].[CH2:21]([O:25][C:26]1[CH:31]=[CH:30][C:29]([OH:32])=[CH:28][CH:27]=1)[CH2:22][CH2:23][CH3:24]. (2) The reactants are: [C:1]([C:4]1[CH:9]([C:10]2[CH:15]=[C:14]([F:16])[C:13]([F:17])=[C:12]([F:18])[CH:11]=2)[N:8]([C:19]([O:21]C2C=CC([N+]([O-])=O)=CC=2)=O)[C:7]([O:31][CH3:32])=[N:6][C:5]=1[CH3:33])(=[O:3])[CH3:2].C([O-])([O-])=O.[K+].[K+].[NH2:40][CH2:41][CH2:42][CH2:43][N:44]1[CH2:49][CH2:48][CH:47]([C:50]2[CH:51]=[C:52]([NH:56][C:57](=[O:61])[CH:58]([CH3:60])[CH3:59])[CH:53]=[CH:54][CH:55]=2)[CH2:46][CH2:45]1. Given the product [C:1]([C:4]1[CH:9]([C:10]2[CH:11]=[C:12]([F:18])[C:13]([F:17])=[C:14]([F:16])[CH:15]=2)[N:8]([C:19]([NH:40][CH2:41][CH2:42][CH2:43][N:44]2[CH2:49][CH2:48][CH:47]([C:50]3[CH:55]=[CH:54][CH:53]=[C:52]([NH:56][C:57](=[O:61])[CH:58]([CH3:59])[CH3:60])[CH:51]=3)[CH2:46][CH2:45]2)=[O:21])[C:7]([O:31][CH3:32])=[N:6][C:5]=1[CH3:33])(=[O:3])[CH3:2], predict the reactants needed to synthesize it. (3) The reactants are: [CH3:1][O:2][C:3]1[CH:4]=[C:5]([O:15][C:16]2[CH:21]=[CH:20][C:19]([S:22]([CH3:25])(=[O:24])=[O:23])=[CH:18][N:17]=2)[CH:6]=[C:7]2[C:11]=1[NH:10][C:9]([C:12]([NH2:14])=O)=[CH:8]2.COC1C=CC(P2(SP(C3C=CC(OC)=CC=3)(=S)S2)=[S:35])=CC=1. Given the product [CH3:1][O:2][C:3]1[CH:4]=[C:5]([O:15][C:16]2[CH:21]=[CH:20][C:19]([S:22]([CH3:25])(=[O:24])=[O:23])=[CH:18][N:17]=2)[CH:6]=[C:7]2[C:11]=1[NH:10][C:9]([C:12](=[S:35])[NH2:14])=[CH:8]2, predict the reactants needed to synthesize it. (4) Given the product [O:1]1[CH2:2][CH2:3][CH:4]([O:34][CH2:31][C:10]2[CH:11]=[CH:12][C:13]3[N:14]([C:16]([C:19]4[CH:24]=[CH:23][CH:22]=[C:21]([O:25][C:26]([F:29])([F:28])[F:27])[CH:20]=4)=[CH:17][N:18]=3)[N:15]=2)[CH2:5][CH2:6]1, predict the reactants needed to synthesize it. The reactants are: [O:1]1[CH2:6][CH2:5][CH:4](CO)[CH2:3][CH2:2]1.Cl[C:10]1[CH:11]=[CH:12][C:13]2[N:14]([C:16]([C:19]3[CH:24]=[CH:23][CH:22]=[C:21]([O:25][C:26]([F:29])([F:28])[F:27])[CH:20]=3)=[CH:17][N:18]=2)[N:15]=1.C[C:31]([O-:34])(C)C.[K+]. (5) Given the product [Cl:1][C:2]1[CH:3]=[C:4]([CH:8]([NH2:11])[CH2:9][F:10])[CH:5]=[CH:6][CH:7]=1, predict the reactants needed to synthesize it. The reactants are: [Cl:1][C:2]1[CH:3]=[C:4]([CH:8]([NH:11]C(=O)OC(C)(C)C)[CH2:9][F:10])[CH:5]=[CH:6][CH:7]=1.Cl. (6) Given the product [O:26]=[C:24]1[CH:18]([C:19]([O:21][CH2:22][CH3:23])=[O:20])[N:14]2[CH2:15][CH2:16][CH2:17][C@H:13]2[CH2:12][NH:11]1, predict the reactants needed to synthesize it. The reactants are: C1(COC([NH:11][CH2:12][C@@H:13]2[CH2:17][CH2:16][CH2:15][N:14]2[CH:18]([C:24]([O:26]CC)=O)[C:19]([O:21][CH2:22][CH3:23])=[O:20])=O)C=CC=CC=1. (7) Given the product [CH:1]1([CH2:4][NH:5][C:6]([C:8]2[S:12][C:11]([N:13]3[CH2:14][C:15]4[CH2:16][N:17]([C:29]5[C:38]6[C:33](=[CH:34][CH:35]=[CH:36][CH:37]=6)[N:32]=[CH:31][N:30]=5)[CH2:18][C:19]=4[CH2:20]3)=[N:10][CH:9]=2)=[O:7])[CH2:3][CH2:2]1, predict the reactants needed to synthesize it. The reactants are: [CH:1]1([CH2:4][NH:5][C:6]([C:8]2[S:12][C:11]([N:13]3[CH2:20][C:19]4[CH2:18][NH:17][CH2:16][C:15]=4[CH2:14]3)=[N:10][CH:9]=2)=[O:7])[CH2:3][CH2:2]1.FC(F)(F)C([O-])=O.Cl[C:29]1[C:38]2[C:33](=[CH:34][CH:35]=[CH:36][CH:37]=2)[N:32]=[CH:31][N:30]=1. (8) Given the product [CH3:15][C:16]1[CH:17]=[CH:18][C:19]([S:23][C:24]2[CH:25]=[CH:26][CH:27]=[CH:28][CH:29]=2)=[C:20]([NH:22][C:2]2[C:3]3[C:8](=[N:7][C:6]([CH2:12][CH2:13][CH3:14])=[CH:5][CH:4]=3)[N:9]=[CH:10][CH:11]=2)[CH:21]=1, predict the reactants needed to synthesize it. The reactants are: Cl[C:2]1[CH:11]=[CH:10][N:9]=[C:8]2[C:3]=1[CH:4]=[CH:5][C:6]([CH2:12][CH2:13][CH3:14])=[N:7]2.[CH3:15][C:16]1[CH:17]=[CH:18][C:19]([S:23][C:24]2[CH:29]=[CH:28][CH:27]=[CH:26][CH:25]=2)=[C:20]([NH2:22])[CH:21]=1.